The task is: Predict which catalyst facilitates the given reaction.. This data is from Catalyst prediction with 721,799 reactions and 888 catalyst types from USPTO. (1) Reactant: [CH3:1][C:2]1[CH:10]=[CH:9][C:5]([C:6]([OH:8])=O)=[CH:4][N:3]=1.C1C=CC2N(O)N=NC=2C=1.CN(C(ON1N=NC2C=CC=CC1=2)=[N+](C)C)C.F[P-](F)(F)(F)(F)F.[CH:45]1([N:49]2[CH2:55][CH2:54][CH2:53][N:52]([C:56]([N:58]3[CH2:61][CH:60]([NH2:62])[CH2:59]3)=[O:57])[CH2:51][CH2:50]2)[CH2:48][CH2:47][CH2:46]1. Product: [CH:45]1([N:49]2[CH2:55][CH2:54][CH2:53][N:52]([C:56]([N:58]3[CH2:59][CH:60]([NH:62][C:6]([C:5]4[CH:4]=[N:3][C:2]([CH3:1])=[CH:10][CH:9]=4)=[O:8])[CH2:61]3)=[O:57])[CH2:51][CH2:50]2)[CH2:48][CH2:47][CH2:46]1. The catalyst class is: 85. (2) Reactant: [OH-].[Na+].[F:3][C:4]1[CH:9]=[CH:8][C:7]([CH:10]([N:15]2[CH2:20][CH2:19][CH2:18]/[C:17](=[CH:21]\[C:22]3[CH:27]=[CH:26][C:25]([N:28]4[CH:32]=[C:31]([CH3:33])[N:30]=[CH:29]4)=[C:24]([O:34][CH3:35])[CH:23]=3)/[C:16]2=[O:36])[C:11]([O:13]C)=[O:12])=[CH:6][CH:5]=1.Cl. Product: [F:3][C:4]1[CH:9]=[CH:8][C:7]([CH:10]([N:15]2[CH2:20][CH2:19][CH2:18]/[C:17](=[CH:21]\[C:22]3[CH:27]=[CH:26][C:25]([N:28]4[CH:32]=[C:31]([CH3:33])[N:30]=[CH:29]4)=[C:24]([O:34][CH3:35])[CH:23]=3)/[C:16]2=[O:36])[C:11]([OH:13])=[O:12])=[CH:6][CH:5]=1. The catalyst class is: 5. (3) Product: [CH2:1]([O:3][C:4]([C:6]1([NH:11][C:12]([CH:14]2[CH2:18][CH:17]([O:19][C:20]3[C:29]4[C:24](=[C:25]([CH3:32])[C:26]([O:30][CH3:31])=[CH:27][CH:28]=4)[N:23]=[C:60]([C:58]4[CH:59]=[CH:61][CH:54]=[C:52]([CH3:53])[N:55]=4)[CH:21]=3)[CH2:16][CH:15]2[C:40](=[O:41])[N:45]([CH2:46][CH2:47][CH2:48][CH2:49][CH:50]=[CH2:51])[CH3:44])=[O:13])[CH2:8][CH:7]1[CH:9]=[CH2:10])=[O:5])[CH3:2]. The catalyst class is: 3. Reactant: [CH2:1]([O:3][C:4]([C:6]1([NH:11][C:12]([CH:14]2[CH2:18][CH:17]([O:19][C:20]3[C:29]4[C:24](=[C:25]([CH3:32])[C:26]([O:30][CH3:31])=[CH:27][CH:28]=4)[N:23]=C(C4C=CC=C(C)N=4)[CH:21]=3)[CH2:16][CH:15]2[C:40](O)=[O:41])=[O:13])[CH2:8][CH:7]1[CH:9]=[CH2:10])=[O:5])[CH3:2].Cl.[CH3:44][NH:45][CH2:46][CH2:47][CH2:48][CH2:49][CH:50]=[CH2:51].[CH:52]([N:55]([CH:58]([CH3:60])[CH3:59])CC)([CH3:54])[CH3:53].[CH3:61]N(C(ON1N=NC2C=CC=NC1=2)=[N+](C)C)C.F[P-](F)(F)(F)(F)F. (4) Reactant: C([O:3][C:4]([C:6]1[CH:19]=[C:18]2[C:9]([O:10][CH2:11][CH2:12][N:13]3[C:17]2=[N:16][C:15]([C:20]2[N:24]([CH:25]([CH3:27])[CH3:26])[N:23]=[C:22]([CH3:28])[N:21]=2)=[CH:14]3)=[CH:8][C:7]=1[F:29])=[CH2:5])C.C1(C)C=CC(S(O)(=O)=O)=CC=1. Product: [F:29][C:7]1[CH:8]=[C:9]2[C:18](=[CH:19][C:6]=1[C:4](=[O:3])[CH3:5])[C:17]1[N:13]([CH:14]=[C:15]([C:20]3[N:24]([CH:25]([CH3:26])[CH3:27])[N:23]=[C:22]([CH3:28])[N:21]=3)[N:16]=1)[CH2:12][CH2:11][O:10]2. The catalyst class is: 21. (5) Reactant: C[O:2][C:3](=O)[C:4]1[CH:9]=[CH:8][CH:7]=[CH:6][C:5]=1[NH:10][C:11]([NH:13][CH2:14][CH2:15][CH:16]1[O:20][CH2:19][CH2:18][O:17]1)=[O:12].[OH-].[Na+]. Product: [O:17]1[CH2:18][CH2:19][O:20][CH:16]1[CH2:15][CH2:14][N:13]1[C:3](=[O:2])[C:4]2[C:5](=[CH:6][CH:7]=[CH:8][CH:9]=2)[NH:10][C:11]1=[O:12]. The catalyst class is: 40. (6) Reactant: C(N(CC)CC)C.[C:8](Cl)(=[O:11])[CH:9]=[CH2:10].[NH2:13][CH2:14][CH2:15][N:16]1[C:20]2=[N:21][CH:22]=[N:23][C:24]([NH2:25])=[C:19]2[C:18]([C:26]2[CH:31]=[CH:30][C:29]([O:32][C:33]3[C:38]([F:39])=[C:37]([F:40])[CH:36]=[C:35]([F:41])[C:34]=3[F:42])=[CH:28][C:27]=2[F:43])=[N:17]1.C(#N)C.O. Product: [NH2:25][C:24]1[N:23]=[CH:22][N:21]=[C:20]2[N:16]([CH2:15][CH2:14][NH:13][C:8](=[O:11])[CH:9]=[CH2:10])[N:17]=[C:18]([C:26]3[CH:31]=[CH:30][C:29]([O:32][C:33]4[C:38]([F:39])=[C:37]([F:40])[CH:36]=[C:35]([F:41])[C:34]=4[F:42])=[CH:28][C:27]=3[F:43])[C:19]=12. The catalyst class is: 4. (7) Reactant: Cl.Cl.C[O:4][C:5](=[O:15])[C@H:6]([CH2:8][CH2:9][CH2:10][NH:11][C:12](=[NH:14])[NH2:13])[NH2:7].O.O.O.O.O.O.O.O.O.O.O.O.OP([O-])([O-])=O.[Na+].[Na+]. Product: [NH2:7][C@H:6]([C:5]([OH:15])=[O:4])[CH2:8][CH2:9][CH2:10][NH:11][C:12](=[NH:13])[NH2:14]. The catalyst class is: 801.